From a dataset of Reaction yield outcomes from USPTO patents with 853,638 reactions. Predict the reaction yield, written as a fraction of the theoretical maximum amount of product (1.0 means a 100% yield; for example, 0.34 means a 34% yield). The reactants are [C:1]1([CH:7]([C:21]2[CH:26]=[CH:25][CH:24]=[CH:23][CH:22]=2)[N:8]2[CH2:11][C:10](=[N:12][NH:13][C:14]([O:16][C:17]([CH3:20])([CH3:19])[CH3:18])=[O:15])[CH2:9]2)[CH:6]=[CH:5][CH:4]=[CH:3][CH:2]=1.C([BH3-])#N.[Na+]. The catalyst is C(O)(=O)C. The product is [C:21]1([CH:7]([C:1]2[CH:2]=[CH:3][CH:4]=[CH:5][CH:6]=2)[N:8]2[CH2:11][CH:10]([NH:12][NH:13][C:14]([O:16][C:17]([CH3:20])([CH3:19])[CH3:18])=[O:15])[CH2:9]2)[CH:22]=[CH:23][CH:24]=[CH:25][CH:26]=1. The yield is 0.940.